From a dataset of Full USPTO retrosynthesis dataset with 1.9M reactions from patents (1976-2016). Predict the reactants needed to synthesize the given product. (1) The reactants are: [Cl:1][C:2]1[CH:3]=[CH:4][C:5]2[NH:11][C:10](=[N:12][NH2:13])[C@@H:9]([CH2:14][C:15]([O:17][CH2:18][CH3:19])=[O:16])[O:8][C@H:7]([C:20]3[CH:25]=[CH:24][CH:23]=[C:22]([O:26][CH3:27])[C:21]=3[O:28][CH3:29])[C:6]=2[CH:30]=1.[CH:31]([O-])([O-])OCC.S(=O)(=O)(O)O. Given the product [Cl:1][C:2]1[CH:3]=[CH:4][C:5]2[N:11]3[CH:31]=[N:13][N:12]=[C:10]3[C@@H:9]([CH2:14][C:15]([O:17][CH2:18][CH3:19])=[O:16])[O:8][C@H:7]([C:20]3[CH:25]=[CH:24][CH:23]=[C:22]([O:26][CH3:27])[C:21]=3[O:28][CH3:29])[C:6]=2[CH:30]=1, predict the reactants needed to synthesize it. (2) Given the product [F:1][C:2]1[CH:7]=[C:6]([N+:8]([O-:10])=[O:9])[CH:5]=[CH:4][C:3]=1[B:17]1[O:21][C:20]([CH3:23])([CH3:22])[C:19]([CH3:25])([CH3:24])[O:18]1, predict the reactants needed to synthesize it. The reactants are: [F:1][C:2]1[CH:7]=[C:6]([N+:8]([O-:10])=[O:9])[CH:5]=[CH:4][C:3]=1I.C([O-])(=O)C.[K+].[B:17]1([B:17]2[O:21][C:20]([CH3:23])([CH3:22])[C:19]([CH3:25])([CH3:24])[O:18]2)[O:21][C:20]([CH3:23])([CH3:22])[C:19]([CH3:25])([CH3:24])[O:18]1.N#N.C1(C)C=CC=CC=1. (3) Given the product [CH3:17][C:16]([OH:18])([CH3:19])[CH2:15][O:14][C:11]1[CH:10]=[N:9][C:8]([C:4]2[CH:5]=[CH:6][CH:7]=[C:2]([B:35]3[O:39][C:38]([CH3:41])([CH3:40])[C:37]([CH3:43])([CH3:42])[O:36]3)[CH:3]=2)=[N:13][CH:12]=1, predict the reactants needed to synthesize it. The reactants are: Cl[C:2]1[CH:3]=[C:4]([C:8]2[N:13]=[CH:12][C:11]([O:14][CH2:15][C:16]([CH3:19])([OH:18])[CH3:17])=[CH:10][N:9]=2)[CH:5]=[CH:6][CH:7]=1.C(OC1C=NC(C2C=CC=C([B:35]3[O:39][C:38]([CH3:41])([CH3:40])[C:37]([CH3:43])([CH3:42])[O:36]3)C=2)=NC=1)C. (4) Given the product [Cl:1][C:2]1[CH:7]=[CH:6][C:5]([O:8][C:9]([N:11]2[C:20]3[C:15](=[CH:16][C:17]([O:21][CH2:27][CH2:26][CH2:25][CH2:24][CH2:23][Br:22])=[CH:18][CH:19]=3)[CH2:14][CH2:13][CH2:12]2)=[O:10])=[CH:4][CH:3]=1, predict the reactants needed to synthesize it. The reactants are: [Cl:1][C:2]1[CH:7]=[CH:6][C:5]([O:8][C:9]([N:11]2[C:20]3[C:15](=[CH:16][C:17]([OH:21])=[CH:18][CH:19]=3)[CH2:14][CH2:13][CH2:12]2)=[O:10])=[CH:4][CH:3]=1.[Br:22][CH2:23][CH2:24][CH2:25][CH2:26][CH2:27]Br.